From a dataset of Full USPTO retrosynthesis dataset with 1.9M reactions from patents (1976-2016). Predict the reactants needed to synthesize the given product. Given the product [NH2:1][C:2]1[N:7]=[CH:6][C:5]([CH2:8][C:9]([O:11][CH2:12][CH3:13])=[O:10])=[CH:4][CH:3]=1, predict the reactants needed to synthesize it. The reactants are: [NH2:1][C:2]1[N:7]=[CH:6][C:5]([CH:8](C(OCC)=O)[C:9]([O:11][CH2:12][CH3:13])=[O:10])=[CH:4][CH:3]=1.[Cl-].[Li+].